This data is from Full USPTO retrosynthesis dataset with 1.9M reactions from patents (1976-2016). The task is: Predict the reactants needed to synthesize the given product. (1) Given the product [CH:11]1([S:17][C:2]2[C:3]3[CH:10]=[CH:9][NH:8][C:4]=3[N:5]=[CH:6][N:7]=2)[CH2:16][CH2:15][CH2:14][CH2:13][CH2:12]1, predict the reactants needed to synthesize it. The reactants are: Cl[C:2]1[C:3]2[CH:10]=[CH:9][NH:8][C:4]=2[N:5]=[CH:6][N:7]=1.[CH:11]1([SH:17])[CH2:16][CH2:15][CH2:14][CH2:13][CH2:12]1.CC(C)([O-])C.[K+].Cl. (2) Given the product [F:23][C:19]1[CH:18]=[C:17]([CH:22]=[CH:21][CH:20]=1)[CH2:16][N:14]1[CH:15]=[C:11]([C:10]2[C:4]3[C:5](=[N:6][CH:7]=[C:2]([C:39]4[CH:40]=[C:41]([NH:42][S:43]([CH3:46])(=[O:44])=[O:45])[C:36]([O:35][CH3:34])=[N:37][CH:38]=4)[CH:3]=3)[N:8]([S:24]([C:27]3[CH:28]=[CH:29][C:30]([CH3:31])=[CH:32][CH:33]=3)(=[O:26])=[O:25])[CH:9]=2)[CH:12]=[N:13]1, predict the reactants needed to synthesize it. The reactants are: Br[C:2]1[CH:3]=[C:4]2[C:10]([C:11]3[CH:12]=[N:13][N:14]([CH2:16][C:17]4[CH:22]=[CH:21][CH:20]=[C:19]([F:23])[CH:18]=4)[CH:15]=3)=[CH:9][N:8]([S:24]([C:27]3[CH:33]=[CH:32][C:30]([CH3:31])=[CH:29][CH:28]=3)(=[O:26])=[O:25])[C:5]2=[N:6][CH:7]=1.[CH3:34][O:35][C:36]1[C:41]([NH:42][S:43]([CH3:46])(=[O:45])=[O:44])=[CH:40][C:39](B2OC(C)(C)C(C)(C)O2)=[CH:38][N:37]=1.C(=O)([O-])[O-].[Na+].[Na+]. (3) Given the product [CH2:22]([O:24][C:25](=[O:28])[CH2:26][N:15]1[C:16](=[O:19])[CH2:17][CH2:18][N:12]([C:10](=[O:11])/[CH:9]=[CH:8]/[C:4]2[CH:5]=[CH:6][CH:7]=[C:2]([Cl:1])[CH:3]=2)[CH2:13][CH2:14]1)[CH3:23], predict the reactants needed to synthesize it. The reactants are: [Cl:1][C:2]1[CH:3]=[C:4](/[CH:8]=[CH:9]/[C:10]([N:12]2[CH2:18][CH2:17][C:16](=[O:19])[NH:15][CH2:14][CH2:13]2)=[O:11])[CH:5]=[CH:6][CH:7]=1.[H-].[Na+].[CH2:22]([O:24][C:25](=[O:28])[CH2:26]Br)[CH3:23].OS([O-])(=O)=O.[K+]. (4) Given the product [Cl:18][C:13]1[CH:14]=[CH:15][CH:16]=[CH:17][C:12]=1[C:8]1[NH:9][C:10]([CH3:11])=[C:6]([C:4]([OH:5])=[O:3])[N:7]=1, predict the reactants needed to synthesize it. The reactants are: C([O:3][C:4]([C:6]1[N:7]=[C:8]([C:12]2[CH:17]=[CH:16][CH:15]=[CH:14][C:13]=2[Cl:18])[NH:9][C:10]=1[CH3:11])=[O:5])C.[OH-].[Na+].